Regression. Given a target protein amino acid sequence and a drug SMILES string, predict the binding affinity score between them. We predict pIC50 (pIC50 = -log10(IC50 in M); higher means more potent). Dataset: bindingdb_ic50. From a dataset of Drug-target binding data from BindingDB using IC50 measurements. The compound is Cc1cc(C)nc(NCc2cc3cc(Cl)ccc3[nH]c2=O)c1. The target protein sequence is MSKKISGGSVVEMQGDEMTRIIWELIKEKLIFPYVELDLHSYDLGIENRDATNDQVTKDAAEAIKKHNVGVKCATITPDEKRVEEFKLKQMWKSPNGTIRNILGGTVFREAIICKNIPRLVSGWVKPIIIGHHAYGDQYRATDFVVPGPGKVEITYTPSDGTQKVTYLVHNFEEGGGVAMGMYNQDKSIEDFAHSSFQMALSKGWPLYLSTKNTILKKYDGRFKDIFQEIYDKQYKSQFEAQKIWYEHRLIDDMVAQAMKSEGGFIWACKNYDGDVQSDSVAQGYGSLGMMTSVLVCPDGKTVEAEAAHGTVTRHYRMYQKGQETSTNPIASIFAWTRGLAHRAKLDNNKELAFFANALEEVSIETIEAGFMTKDLAACIKGLPNVQRSDYLNTFEFMDKLGENLKIKLAQAKL. The pIC50 is 6.3.